From a dataset of Forward reaction prediction with 1.9M reactions from USPTO patents (1976-2016). Predict the product of the given reaction. Given the reactants [CH3:1][S:2](Cl)(=[O:4])=[O:3].Cl.[NH2:7][C:8]1([C:11]([O:13][CH2:14][CH3:15])=[O:12])[CH2:10][CH2:9]1.CCN(C(C)C)C(C)C.Cl, predict the reaction product. The product is: [CH3:1][S:2]([NH:7][C:8]1([C:11]([O:13][CH2:14][CH3:15])=[O:12])[CH2:10][CH2:9]1)(=[O:4])=[O:3].